From a dataset of Reaction yield outcomes from USPTO patents with 853,638 reactions. Predict the reaction yield, written as a fraction of the theoretical maximum amount of product (1.0 means a 100% yield; for example, 0.34 means a 34% yield). The reactants are C(OC([N:8]1[CH2:13][CH2:12][C:11]2[N:14]([CH2:27][CH2:28][CH2:29]O)[N:15]=[C:16]([C:17]3[CH:22]=[CH:21][C:20]([C:23]([F:26])([F:25])[F:24])=[CH:19][CH:18]=3)[C:10]=2[CH2:9]1)=O)(C)(C)C.CCN(C(C)C)C(C)C.[CH3:40][S:41](Cl)(=[O:43])=[O:42].S([O-])(=O)(=O)C.[O:50]=[C:51]1[N:55]([CH2:56][C:57]#[N:58])[C:54]2[CH:59]=[CH:60][CH:61]=[CH:62][C:53]=2[N:52]1[CH:63]1[CH2:68][CH2:67][NH:66][CH2:65][CH2:64]1. The catalyst is C(Cl)Cl.C(O)(C(F)(F)F)=O.CCOC(C)=O.CN(C=O)C. The product is [CH3:40][S:41]([N:8]1[CH2:13][CH2:12][C:11]2[N:14]([CH2:27][CH2:28][CH2:29][N:66]3[CH2:67][CH2:68][CH:63]([N:52]4[C:53]5[CH:62]=[CH:61][CH:60]=[CH:59][C:54]=5[N:55]([CH2:56][C:57]#[N:58])[C:51]4=[O:50])[CH2:64][CH2:65]3)[N:15]=[C:16]([C:17]3[CH:22]=[CH:21][C:20]([C:23]([F:26])([F:24])[F:25])=[CH:19][CH:18]=3)[C:10]=2[CH2:9]1)(=[O:43])=[O:42]. The yield is 0.140.